This data is from Catalyst prediction with 721,799 reactions and 888 catalyst types from USPTO. The task is: Predict which catalyst facilitates the given reaction. (1) Reactant: [ClH:1].[CH2:2]([O:4][C:5]1[CH:14]=[C:13]2[C:8]([C:9]([C:15]([C:17]3[CH:22]=[C:21]([O:23][CH3:24])[C:20]([O:25][CH3:26])=[C:19]([O:27][CH3:28])[CH:18]=3)=O)=[CH:10][N:11]=[CH:12]2)=[CH:7][CH:6]=1)[CH3:3].Cl.[NH2:30][OH:31].Cl.CO. Product: [ClH:1].[CH2:2]([O:4][C:5]1[CH:14]=[C:13]2[C:8]([C:9]([C:15]([C:17]3[CH:22]=[C:21]([O:23][CH3:24])[C:20]([O:25][CH3:26])=[C:19]([O:27][CH3:28])[CH:18]=3)=[N:30][OH:31])=[CH:10][N:11]=[CH:12]2)=[CH:7][CH:6]=1)[CH3:3]. The catalyst class is: 17. (2) Reactant: [C:1](Cl)(=[O:5])[C:2](Cl)=[O:3].[Si:7]([O:24][C@H:25]([CH3:41])[C@H:26]([NH:36][CH2:37][C@@H:38]([OH:40])[CH3:39])[C:27]1[CH:32]=[C:31]([F:33])[C:30]([F:34])=[C:29]([F:35])[CH:28]=1)([C:20]([CH3:23])([CH3:22])[CH3:21])([C:14]1[CH:19]=[CH:18][CH:17]=[CH:16][CH:15]=1)[C:8]1[CH:13]=[CH:12][CH:11]=[CH:10][CH:9]=1. Product: [Si:7]([O:24][C@H:25]([CH3:41])[C@H:26]([N:36]1[CH2:37][C@H:38]([CH3:39])[O:40][C:2](=[O:3])[C:1]1=[O:5])[C:27]1[CH:32]=[C:31]([F:33])[C:30]([F:34])=[C:29]([F:35])[CH:28]=1)([C:20]([CH3:22])([CH3:23])[CH3:21])([C:8]1[CH:13]=[CH:12][CH:11]=[CH:10][CH:9]=1)[C:14]1[CH:19]=[CH:18][CH:17]=[CH:16][CH:15]=1. The catalyst class is: 79.